This data is from Catalyst prediction with 721,799 reactions and 888 catalyst types from USPTO. The task is: Predict which catalyst facilitates the given reaction. (1) Product: [N:1]([CH2:4][CH2:5][O:6][CH2:7][CH2:8][O:9][CH2:10][CH2:11][O:12][CH2:13][CH2:14][NH:15][S:16]([C:19]1[CH:41]=[CH:40][C:22]([O:23][C:24]2[C:29]([F:30])=[CH:28][C:27](/[CH:31]=[C:32](\[CH3:38])/[C:33]([N:42]=[C:43]([NH2:45])[NH2:44])=[O:35])=[CH:26][C:25]=2[F:39])=[CH:21][CH:20]=1)(=[O:18])=[O:17])=[N+:2]=[N-:3]. The catalyst class is: 6. Reactant: [N:1]([CH2:4][CH2:5][O:6][CH2:7][CH2:8][O:9][CH2:10][CH2:11][O:12][CH2:13][CH2:14][NH:15][S:16]([C:19]1[CH:41]=[CH:40][C:22]([O:23][C:24]2[C:29]([F:30])=[CH:28][C:27](/[CH:31]=[C:32](\[CH3:38])/[C:33]([O:35]CC)=O)=[CH:26][C:25]=2[F:39])=[CH:21][CH:20]=1)(=[O:18])=[O:17])=[N+:2]=[N-:3].[NH2:42][C:43]([NH2:45])=[NH:44].CO. (2) Reactant: [CH3:1][O:2][CH2:3][O:4][C:5]1[CH:10]=[CH:9][C:8]([C:11]2[C:15]([C:16]3[CH:21]=[CH:20][CH:19]=[CH:18][CH:17]=3)=[C:14]([C:22]3([CH2:25]OS(C)(=O)=O)[CH2:24][CH2:23]3)[O:13][N:12]=2)=[CH:7][CH:6]=1.[C-:31]#[N:32].[K+]. Product: [CH3:1][O:2][CH2:3][O:4][C:5]1[CH:6]=[CH:7][C:8]([C:11]2[C:15]([C:16]3[CH:17]=[CH:18][CH:19]=[CH:20][CH:21]=3)=[C:14]([C:22]3([CH2:25][C:31]#[N:32])[CH2:23][CH2:24]3)[O:13][N:12]=2)=[CH:9][CH:10]=1. The catalyst class is: 42. (3) Reactant: [OH-].[Na+].[Cl:3][C:4]1[CH:9]=[C:8]([C:10]2[CH:15]=[CH:14][CH:13]=[CH:12][C:11]=2[O:16][CH3:17])[N:7]=[C:6]([C:18]([O:20]C)=[O:19])[CH:5]=1.CO.Cl. Product: [Cl:3][C:4]1[CH:9]=[C:8]([C:10]2[CH:15]=[CH:14][CH:13]=[CH:12][C:11]=2[O:16][CH3:17])[N:7]=[C:6]([C:18]([OH:20])=[O:19])[CH:5]=1. The catalyst class is: 1.